From a dataset of Peptide-MHC class II binding affinity with 134,281 pairs from IEDB. Regression. Given a peptide amino acid sequence and an MHC pseudo amino acid sequence, predict their binding affinity value. This is MHC class II binding data. The MHC is DRB1_1302 with pseudo-sequence DRB1_1302. The binding affinity (normalized) is 0.623. The peptide sequence is HSLLRTQRLHKFLVC.